This data is from Catalyst prediction with 721,799 reactions and 888 catalyst types from USPTO. The task is: Predict which catalyst facilitates the given reaction. (1) The catalyst class is: 3. Product: [OH:1][C:2]1[C:3]([O:19][CH3:20])=[C:4]([CH2:5][CH2:6][C:7]([OH:15])=[O:8])[CH:16]=[CH:17][CH:18]=1. Reactant: [OH:1][C:2]1[C:3]([O:19][CH3:20])=[C:4]([CH:16]=[CH:17][CH:18]=1)[CH2:5][CH:6]1C(=O)OC(C)(C)[O:8][C:7]1=[O:15].O.C(OCC)(=O)C. (2) Reactant: [CH3:1][C@@:2]12[C@@H:18]([OH:19])[CH2:17][CH2:16][C@H:15]1[C@H:14]1[C@@H:5]([C:6]3[CH:7]=[CH:8][C:9]([OH:20])=[CH:10][C:11]=3[CH2:12][CH2:13]1)[CH2:4][CH2:3]2.[CH3:21][C@@:22]12[C@@H:30]([OH:31])[CH2:29][CH2:28][C@H:27]1[C@@H:26]1[CH2:32][CH2:33][C:34]3[C@@:40]([CH3:41])([C@H:25]1[CH2:24][CH2:23]2)[CH2:39][CH2:38][C:36](=[O:37])[CH:35]=3. Product: [CH3:1][C@@:2]12[C@@H:18]([OH:19])[CH2:17][CH2:16][C@H:15]1[C@H:14]1[C@@H:5]([C:6]3[CH:7]=[CH:8][C:9]([OH:20])=[CH:10][C:11]=3[CH2:12][CH2:13]1)[CH2:4][CH2:3]2.[CH3:21][C@@:22]12[C@@H:30]([OH:31])[CH2:29][CH2:28][C@H:27]1[C@@H:26]1[CH2:32][CH2:33][C:34]3[C@@:40]([CH3:41])([C@H:25]1[CH2:24][CH2:23]2)[CH2:39][CH2:38][C:36](=[O:37])[CH:35]=3. The catalyst class is: 6.